Dataset: Reaction yield outcomes from USPTO patents with 853,638 reactions. Task: Predict the reaction yield, written as a fraction of the theoretical maximum amount of product (1.0 means a 100% yield; for example, 0.34 means a 34% yield). (1) The reactants are Br[C:2]1[CH:7]=[CH:6][C:5]([C:8]2[N:12]([C:13]3[C:18]([CH:19]([CH3:21])[CH3:20])=[CH:17][CH:16]=[CH:15][C:14]=3[CH:22]([CH3:24])[CH3:23])[C:11]([C:25]3[CH:30]=[CH:29][CH:28]=[CH:27][C:26]=3[CH3:31])=[N:10][N:9]=2)=[CH:4][CH:3]=1.[CH:32]1[C:44]2[NH:43][C:42]3[C:37](=[CH:38][CH:39]=[CH:40][CH:41]=3)[C:36]=2[CH:35]=[CH:34][CH:33]=1.N1C2C(=CC=C3C=2N=CC=C3)C=CC=1.C(=O)([O-])[O-].[Cs+].[Cs+]. The catalyst is [Cu](I)I.CN(C)C=O. The product is [CH:41]1[C:42]2[N:43]([C:2]3[CH:7]=[CH:6][C:5]([C:8]4[N:12]([C:13]5[C:18]([CH:19]([CH3:21])[CH3:20])=[CH:17][CH:16]=[CH:15][C:14]=5[CH:22]([CH3:23])[CH3:24])[C:11]([C:25]5[CH:30]=[CH:29][CH:28]=[CH:27][C:26]=5[CH3:31])=[N:10][N:9]=4)=[CH:4][CH:3]=3)[C:44]3[C:36](=[CH:35][CH:34]=[CH:33][CH:32]=3)[C:37]=2[CH:38]=[CH:39][CH:40]=1. The yield is 0.330. (2) The reactants are [Br:1][C:2]1[N:3]([C:8]2[C:13]([N+:14]([O-])=O)=[CH:12][CH:11]=[C:10]([O:17][CH3:18])[N:9]=2)[CH:4]=[C:5]([CH3:7])[N:6]=1.Cl.O.O.[Sn](Cl)Cl.[OH-].[Na+]. The catalyst is C(O)C.CCCCCC.C(OCC)(=O)C. The product is [Br:1][C:2]1[N:3]([C:8]2[C:13]([NH2:14])=[CH:12][CH:11]=[C:10]([O:17][CH3:18])[N:9]=2)[CH:4]=[C:5]([CH3:7])[N:6]=1. The yield is 0.368. (3) The reactants are [Cl:1][C:2]1[CH:3]=[C:4]([CH:6]=[CH:7][CH:8]=1)[NH2:5].[F:9][C:10]1[C:17]([F:18])=[CH:16][CH:15]=[CH:14][C:11]=1[CH:12]=O.[BH-](OC(C)=O)(OC(C)=O)OC(C)=O.[Na+].C(O)(=O)C. No catalyst specified. The product is [Cl:1][C:2]1[CH:3]=[C:4]([CH:6]=[CH:7][CH:8]=1)[NH:5][CH2:12][C:11]1[CH:14]=[CH:15][CH:16]=[C:17]([F:18])[C:10]=1[F:9]. The yield is 0.650.